Dataset: Catalyst prediction with 721,799 reactions and 888 catalyst types from USPTO. Task: Predict which catalyst facilitates the given reaction. Reactant: [CH2:1]([C:3]([C:14]1[CH:19]=[CH:18][C:17]([CH2:20][CH2:21][C:22](=[O:27])[C:23]([CH3:26])([CH3:25])[CH3:24])=[C:16]([CH3:28])[CH:15]=1)([C:6]1[CH:11]=[CH:10][C:9]([OH:12])=[C:8]([CH3:13])[CH:7]=1)[CH2:4][CH3:5])[CH3:2].[O:29](S(C(F)(F)F)(=O)=O)[S:30]([C:33]([F:36])([F:35])[F:34])(=O)=[O:31].N1C=CC=CC=1.C([O-])(O)=O.[Na+]. Product: [CH3:24][C:23]([CH3:26])([CH3:25])[C:22](=[O:27])[CH2:21][CH2:20][C:17]1[CH:18]=[CH:19][C:14]([C:3]([C:6]2[CH:11]=[CH:10][C:9]([O:12][S:30]([C:33]([F:36])([F:35])[F:34])(=[O:31])=[O:29])=[C:8]([CH3:13])[CH:7]=2)([CH2:4][CH3:5])[CH2:1][CH3:2])=[CH:15][C:16]=1[CH3:28]. The catalyst class is: 2.